This data is from Forward reaction prediction with 1.9M reactions from USPTO patents (1976-2016). The task is: Predict the product of the given reaction. (1) Given the reactants [CH2:1]([OH:3])[CH3:2].[H-].[Na+].[C:6](=[S:8])=[S:7].[CH2:9](Br)[C:10]1[CH:15]=[CH:14][CH:13]=[CH:12][CH:11]=1, predict the reaction product. The product is: [CH2:1]([O:3][C:6]([S:8][CH2:9][C:10]1[CH:15]=[CH:14][CH:13]=[CH:12][CH:11]=1)=[S:7])[CH3:2]. (2) Given the reactants [Cl:1][CH2:2][CH2:3][CH2:4][O:5][C:6]1[C:15]2[C:10](=[CH:11][CH:12]=[CH:13][CH:14]=2)[C:9]([NH2:16])=[CH:8][CH:7]=1.[F:17][C:18]1[CH:19]=[C:20]([CH:24]=[C:25]([N:27]2[CH2:32][CH2:31][CH2:30][CH2:29][CH2:28]2)[CH:26]=1)[C:21](O)=[O:22].CN(C(ON1N=NC2C=CC=CC1=2)=[N+](C)C)C.F[P-](F)(F)(F)(F)F.CCN(C(C)C)C(C)C, predict the reaction product. The product is: [Cl:1][CH2:2][CH2:3][CH2:4][O:5][C:6]1[C:15]2[C:10](=[CH:11][CH:12]=[CH:13][CH:14]=2)[C:9]([NH:16][C:21](=[O:22])[C:20]2[CH:24]=[C:25]([N:27]3[CH2:28][CH2:29][CH2:30][CH2:31][CH2:32]3)[CH:26]=[C:18]([F:17])[CH:19]=2)=[CH:8][CH:7]=1. (3) Given the reactants Cl[C:2]1[N:7]=[CH:6][N:5]=[C:4]([NH:8][C:9]2[CH:14]=[CH:13][C:12]([N:15]3[CH2:20][CH2:19][N:18]([CH:21]4[CH2:24][O:23][CH2:22]4)[CH2:17][CH2:16]3)=[CH:11][CH:10]=2)[N:3]=1.[F:25][C:26]1([F:50])[CH2:31][CH2:30][CH:29]([O:32][C:33]2[CH:40]=[CH:39][C:38](B3OC(C)(C)C(C)(C)O3)=[CH:37][C:34]=2[C:35]#[N:36])[CH2:28][CH2:27]1.C(=O)([O-])[O-].[Na+].[Na+], predict the reaction product. The product is: [F:25][C:26]1([F:50])[CH2:31][CH2:30][CH:29]([O:32][C:33]2[CH:40]=[CH:39][C:38]([C:2]3[N:3]=[C:4]([NH:8][C:9]4[CH:14]=[CH:13][C:12]([N:15]5[CH2:20][CH2:19][N:18]([CH:21]6[CH2:24][O:23][CH2:22]6)[CH2:17][CH2:16]5)=[CH:11][CH:10]=4)[N:5]=[CH:6][N:7]=3)=[CH:37][C:34]=2[C:35]#[N:36])[CH2:28][CH2:27]1. (4) Given the reactants Br[C:2]1[CH:3]=[C:4]([CH2:8][OH:9])[CH:5]=[N:6][CH:7]=1.[O:10]1[CH:14]=[CH:13][CH:12]=[C:11]1B(O)O.[Cl-].[Li+].C(=O)([O-])[O-].[Cs+].[Cs+].C1(P(C2CCCCC2)C2C=CC=CC=2C2C(OC)=CC=CC=2OC)CCCCC1, predict the reaction product. The product is: [O:10]1[CH:14]=[CH:13][CH:12]=[C:11]1[C:2]1[CH:3]=[C:4]([CH2:8][OH:9])[CH:5]=[N:6][CH:7]=1. (5) Given the reactants [C:1]([NH:4][C@H:5]1[CH2:9][C@@H:8]([C:10]([N:12]([C:14]2[C:15]([Cl:25])=[N:16][N:17]([C:19]3[CH:20]=[N:21][CH:22]=[CH:23][CH:24]=3)[CH:18]=2)[CH3:13])=[O:11])[CH:7]=[CH:6]1)(=[O:3])[CH3:2].N12CCCN=C1CCCCC2, predict the reaction product. The product is: [C:1]([NH:4][C@H:5]1[CH2:9][C:8]([C:10]([N:12]([C:14]2[C:15]([Cl:25])=[N:16][N:17]([C:19]3[CH:20]=[N:21][CH:22]=[CH:23][CH:24]=3)[CH:18]=2)[CH3:13])=[O:11])=[CH:7][CH2:6]1)(=[O:3])[CH3:2]. (6) Given the reactants [CH:1]([C:3]1[CH:4]=[C:5]([CH:8]=[CH:9][C:10]=1[N:11]1[C:15]2=[N:16][CH:17]=[CH:18][C:19]([I:20])=[C:14]2[C:13]([CH:21]([CH3:23])[CH3:22])=[N:12]1)[C:6]#[N:7])=O.[CH3:24][NH:25][CH3:26], predict the reaction product. The product is: [CH3:24][N:25]([CH2:1][C:3]1[CH:4]=[C:5]([CH:8]=[CH:9][C:10]=1[N:11]1[C:15]2=[N:16][CH:17]=[CH:18][C:19]([I:20])=[C:14]2[C:13]([CH:21]([CH3:23])[CH3:22])=[N:12]1)[C:6]#[N:7])[CH3:26]. (7) Given the reactants [CH2:1]([N:8]1[CH2:13][C@H:12]([O:14]C(OCC)C)[CH2:11][C@H:10]([C:20]([O:22][CH3:23])=[O:21])[C@H:9]1[C:24]([O:26][CH2:27][C:28]1[CH:33]=[CH:32][CH:31]=[CH:30][CH:29]=1)=[O:25])[C:2]1[CH:7]=[CH:6][CH:5]=[CH:4][CH:3]=1.O.Cl.[OH-].[Na+], predict the reaction product. The product is: [CH2:1]([N:8]1[CH2:13][C@H:12]([OH:14])[CH2:11][C@H:10]([C:20]([O:22][CH3:23])=[O:21])[C@H:9]1[C:24]([O:26][CH2:27][C:28]1[CH:29]=[CH:30][CH:31]=[CH:32][CH:33]=1)=[O:25])[C:2]1[CH:7]=[CH:6][CH:5]=[CH:4][CH:3]=1.